From a dataset of Full USPTO retrosynthesis dataset with 1.9M reactions from patents (1976-2016). Predict the reactants needed to synthesize the given product. Given the product [F:1][C:2]1[CH:3]=[C:4]2[N:10]([CH2:11][CH:12]=[O:17])[C:9](=[O:14])[S:8][C:5]2=[N:6][CH:7]=1, predict the reactants needed to synthesize it. The reactants are: [F:1][C:2]1[CH:3]=[C:4]2[N:10]([CH2:11][CH:12]=C)[C:9](=[O:14])[S:8][C:5]2=[N:6][CH:7]=1.CO.[O:17]=[O+][O-].CSC.